This data is from Full USPTO retrosynthesis dataset with 1.9M reactions from patents (1976-2016). The task is: Predict the reactants needed to synthesize the given product. (1) Given the product [CH3:45][N:46]([CH:21]([C:15]1[CH:20]=[CH:19][CH:18]=[CH:17][CH:16]=1)[CH2:22][CH:23]=[CH2:24])[S:47]([C:50]1[CH:51]=[CH:52][CH:53]=[CH:54][CH:55]=1)(=[O:48])=[O:49], predict the reactants needed to synthesize it. The reactants are: CC(OC(/N=N/C(OC(C)C)=O)=O)C.[C:15]1([CH:21](O)[CH2:22][CH:23]=[CH2:24])[CH:20]=[CH:19][CH:18]=[CH:17][CH:16]=1.C1C=CC(P(C2C=CC=CC=2)C2C=CC=CC=2)=CC=1.[CH3:45][NH:46][S:47]([C:50]1[CH:55]=[CH:54][CH:53]=[CH:52][CH:51]=1)(=[O:49])=[O:48]. (2) Given the product [CH2:41]([O:17][C:15](=[O:16])[CH2:14][N:13]([CH2:12][C:11]([N:10]([N:2]1[CH2:3][C:4]2[C:9](=[CH:8][CH:7]=[CH:6][CH:5]=2)[CH2:1]1)[CH3:35])=[O:34])[C:18]1[CH:19]=[C:20]2[C:24](=[CH:25][C:26]=1[CH3:27])[NH:23][N:22]=[CH:21]2)[CH3:42], predict the reactants needed to synthesize it. The reactants are: [CH2:1]1[C:9]2[C:4](=[CH:5][CH:6]=[CH:7][CH:8]=2)[CH2:3][N:2]1[N:10]([CH3:35])[C:11](=[O:34])[CH2:12][N:13]([C:18]1[CH:19]=[C:20]2[C:24](=[CH:25][C:26]=1[CH3:27])[N:23](C1CCCCO1)[N:22]=[CH:21]2)[CH2:14][C:15]([OH:17])=[O:16].S(=O)(=O)(O)O.[CH2:41](O)[CH3:42]. (3) Given the product [CH3:1][S:2]([C:3]1[O:4][C:5]2[CH:11]=[C:10]([O:12][C:13]3[CH:18]=[CH:17][N:16]=[C:15]([C:19]([NH:21][CH3:22])=[O:20])[CH:14]=3)[CH:9]=[CH:8][C:6]=2[N:7]=1)=[O:28], predict the reactants needed to synthesize it. The reactants are: [CH3:1][S:2][C:3]1[O:4][C:5]2[CH:11]=[C:10]([O:12][C:13]3[CH:18]=[CH:17][N:16]=[C:15]([C:19]([NH:21][CH3:22])=[O:20])[CH:14]=3)[CH:9]=[CH:8][C:6]=2[N:7]=1.ClC1C=C(C=CC=1)C(OO)=[O:28]. (4) Given the product [C:54]([NH:56][C:6]1[C:7]([CH:61]=[NH:63])=[C:8](/[CH:12]=[CH:13]/[CH2:14][N:15]([C:20]2[CH:25]=[CH:24][C:23]([O:26][CH:27]3[CH2:32][CH2:31][N:30]([C:33]4[CH2:37][CH2:36][CH2:35][N:34]=4)[CH2:29][CH2:28]3)=[C:22]([C:38](=[O:40])[NH2:39])[CH:21]=2)[S:16]([CH3:19])(=[O:17])=[O:18])[CH:9]=[CH:10][CH:11]=1)(=[O:43])[CH3:55], predict the reactants needed to synthesize it. The reactants are: Cl.Cl.C([C:6]1[CH:7]=[C:8](/[CH:12]=[CH:13]/[CH2:14][N:15]([C:20]2[CH:25]=[CH:24][C:23]([O:26][CH:27]3[CH2:32][CH2:31][N:30]([C:33]4[CH2:37][CH2:36][CH2:35][N:34]=4)[CH2:29][CH2:28]3)=[C:22]([C:38](=[O:40])[NH2:39])[CH:21]=2)[S:16]([CH3:19])(=[O:18])=[O:17])[CH:9]=[CH:10][CH:11]=1)(=N)N.C(OC1C=CC([N+]([O-])=O)=CC=1)(=[O:43])C.[CH2:54]([N:56](CC)CC)[CH3:55].[C:61](#[N:63])C. (5) Given the product [C:1]([O:5][C:6](=[O:7])[NH:8][C@H:9]([CH2:29][C:30]1[CH:35]=[C:34]([F:36])[C:33]([F:37])=[CH:32][C:31]=1[F:38])[CH2:10][C:11]([N:13]1[CH2:18][CH2:17][N:16]2[C:19]([C:25]([F:26])([F:28])[F:27])=[N:20][C:21]([C:22](=[O:24])[NH:42][CH2:40][CH3:41])=[C:15]2[CH2:14]1)=[O:12])([CH3:4])([CH3:3])[CH3:2], predict the reactants needed to synthesize it. The reactants are: [C:1]([O:5][C:6]([NH:8][C@H:9]([CH2:29][C:30]1[CH:35]=[C:34]([F:36])[C:33]([F:37])=[CH:32][C:31]=1[F:38])[CH2:10][C:11]([N:13]1[CH2:18][CH2:17][N:16]2[C:19]([C:25]([F:28])([F:27])[F:26])=[N:20][C:21]([C:22]([OH:24])=O)=[C:15]2[CH2:14]1)=[O:12])=[O:7])([CH3:4])([CH3:3])[CH3:2].Cl.[CH2:40]([NH2:42])[CH3:41].O=C1N(P(Cl)(N2CCOC2=O)=O)CCO1.C(N(CC)CC)C. (6) The reactants are: [Cl:1][C:2]1[CH:3]=[C:4]([CH:10]=[CH:11][C:12]=1[F:13])/[CH:5]=[CH:6]/[C:7]([OH:9])=O.[NH:14]1[CH2:20][CH2:19][C:18](=[O:21])[NH:17][CH2:16][CH2:15]1. Given the product [Cl:1][C:2]1[CH:3]=[C:4](/[CH:5]=[CH:6]/[C:7]([N:14]2[CH2:20][CH2:19][C:18](=[O:21])[NH:17][CH2:16][CH2:15]2)=[O:9])[CH:10]=[CH:11][C:12]=1[F:13], predict the reactants needed to synthesize it. (7) Given the product [C:24]([C:10]1[C:9]([CH:7]([NH:28][C:29]2[CH:30]=[CH:31][C:32]([C:35]([NH:37][CH2:38][CH2:39][C:40]([OH:42])=[O:41])=[O:36])=[CH:33][CH:34]=2)[CH:1]2[CH2:6][CH2:5][CH2:4][CH2:3][CH2:2]2)=[CH:13][N:12]([C:14]2[CH:19]=[CH:18][C:17]([C:20]([F:23])([F:21])[F:22])=[CH:16][N:15]=2)[N:11]=1)([CH3:25])([CH3:26])[CH3:27], predict the reactants needed to synthesize it. The reactants are: [CH:1]1([CH:7]([C:9]2[C:10]([C:24]([CH3:27])([CH3:26])[CH3:25])=[N:11][N:12]([C:14]3[CH:19]=[CH:18][C:17]([C:20]([F:23])([F:22])[F:21])=[CH:16][N:15]=3)[CH:13]=2)O)[CH2:6][CH2:5][CH2:4][CH2:3][CH2:2]1.[NH2:28][C:29]1[CH:34]=[CH:33][C:32]([C:35]([NH:37][CH2:38][CH2:39][C:40]([O:42]CC)=[O:41])=[O:36])=[CH:31][CH:30]=1.